Task: Binary Classification. Given a miRNA mature sequence and a target amino acid sequence, predict their likelihood of interaction.. Dataset: Experimentally validated miRNA-target interactions with 360,000+ pairs, plus equal number of negative samples (1) The miRNA is hsa-miR-4692 with sequence UCAGGCAGUGUGGGUAUCAGAU. The protein sequence of the target gene is MANLLKTVVTGCSCPLLSNLGSCKGLRVKKDFLRTFYTHQELWCKAPVKPGIPYKQLTVGVPKEIFQNEKRVALSPAGVQNLVKQGFNVVVESGAGEASKFSDDHYRVAGAQIQGAKEVLASDLVVKVRAPMVNPTLGVHEADLLKTSGTLISFIYPAQNPELLNKLSQRKTTVLAMDQVPRVTIAQGYDALSSMANIAGYKAVVLAANHFGRFFTGQITAAGKVPPAKILIVGGGVAGLASAGAAKSMGAIVRGFDTRAAALEQFKSLGAEPLEVDLKESGEGQGGYAKEMSKEFIEAE.... Result: 1 (interaction). (2) The miRNA is hsa-miR-5191 with sequence AGGAUAGGAAGAAUGAAGUGCU. The protein sequence of the target gene is MRIICRQIVLLFSGFWGLAMGAFPSSVQIGGLFIRNTDQEYTAFRLAIFLHNTSPNASEAPFNLVPHVDNIETANSFAVTNAFCSQYSRGVFAIFGLYDKRSVHTLTSFCSALHISLITPSFPTEGESQFVLQLRPSLRGALLSLLDHYEWNCFVFLYDTDRGYSILQAIMEKAGQNGWHVSAICVENFNDVSYRQLLEELDRRQEKKFVIDCEIERLQNILEQIVSVGKHVKGYHYIIANLGFKDISLERFIHGGANVTGFQLVDFNTPMVTKLMDRWKKLDQREYPGSETPPKYTSAL.... Result: 0 (no interaction). (3) The miRNA is hsa-miR-455-3p with sequence GCAGUCCAUGGGCAUAUACAC. The protein sequence of the target gene is MVSSGCRMRSLWFIIVISFLPNTEGFSRAALPFGLVRRELSCEGYSIDLRCPGSDVIMIESANYGRTDDKICDADPFQMENTDCYLPDAFKIMTQRCNNRTQCIVVTGSDVFPDPCPGTYKYLEVQYECVPYIFVCPGTLKAIVDSPCIYEAEQKAGAWCKDPLQAADKIYFMPWTPYRTDTLIEYASLEDFQNSRQTTTYKLPNRVDGTGFVVYDGAVFFNKERTRNIVKFDLRTRIKSGEAIINYANYHDTSPYRWGGKTDIDLAVDENGLWVIYATEQNNGMIVISQLNPYTLRFEA.... Result: 1 (interaction). (4) The protein sequence of the target gene is MVEGPGCTLNGEKIRARVLPGQAVTGVRGSALRSLQGRALRLAASTVVVSPQAAALNNDSSQNVLSLFNGYVYSGVETLGKELFMYFGPKALRIHFGMKGFIMINPLEYKYKNGASPVLEVQLTKDLICFFDSSVELRNSMESQQRIRMMKELDVCSPEFSFLRAESEVKKQKGRMLGDVLMDQNVLPGVGNIIKNEALFDSGLHPAVKVCQLTDEQIHHLMKMIRDFSILFYRCRKAGLALSKHYKVYKRPNCGQCHCRITVCRFGDNNRMTYFCPHCQKENPQHVDICKLPTRNTIIS.... Result: 0 (no interaction). The miRNA is mmu-miR-770-5p with sequence AGCACCACGUGUCUGGGCCACG. (5) The miRNA is hsa-let-7b-5p with sequence UGAGGUAGUAGGUUGUGUGGUU. The protein sequence of the target gene is MAAPLRIQSDWAQALRKDEGEAWLSCHPPGKPSLYGSLTCQGIGLDGIPEVTASEGFTVNEINKKSIHISCPKENASSKFLAPYTTFSRIHTKSITCLDISSRGGLGVSSSTDGTMKIWQASNGELRRVLEGHVFDVNCCRFFPSGLVVLSGGMDAQLKIWSAEDASCVVTFKGHKGGILDTAIVDRGRNVVSASRDGTARLWDCGRSACLGVLADCGSSINGVAVGAADNSINLGSPEQMPSEREVGTEAKMLLLAREDKKLQCLGLQSRQLVFLFIGSDAFNCCTFLSGFLLLAGTQD.... Result: 1 (interaction). (6) The miRNA is mmu-miR-1192 with sequence AAACAAACAAACAGACCAAAUU. The protein sequence of the target gene is MGGCVGAQHDSSGSLNENSDGTGVALGRNQPLKKEKPKWKSDYPMTDGQLRSKRDEFWDTAPAFEGRKEIWDALKAAAHAFESNDHELAQAIIDGANITLPHGALTECYDELGNRYQLPVYCLAPPINMIEEKSDIETLDIPEPPPNSGHESQLRLRLSTGKDLRLVVRSTDTVFHMKRRLHATEGVEPGSQRWFFSGRPLTDKMKLEELKIPKDYVVQVIVSQPVQTPTPVEN. Result: 1 (interaction). (7) The protein sequence of the target gene is MALPAGPADAICALCQRAPREPVRADCGHRFCRACVVRFWAEEDGPFPCPECADDCWQRAVEPSRPPLSRRLLALEEAAAAPARDGPASEAALQLLCRADGDPLCSACRMAAGPEPPEWEPRWRKALRGKENKGSVEIMRKDLNDARDLHGQAESAAAVWKGHVMDRRKKALTDYKKLRAFFVEEEEHFLQEAEKDEGASEDDELADPADRFRSLLQAVSELEKKHRNLGLSMLLQ. The miRNA is hsa-let-7g-5p with sequence UGAGGUAGUAGUUUGUACAGUU. Result: 0 (no interaction). (8) The miRNA is hsa-miR-938 with sequence UGCCCUUAAAGGUGAACCCAGU. The protein sequence of the target gene is MVRIWTTIMIVLILLLRIGPNKPSLSGRQAPAQAQTSDLVPSLFPLGLWAPGFCTWSSPDEDKVWRPAWEQGPKGEPDPRGLRPRKPVPGTGNRDSGTRRRLQDATEQDPRPGNDVASAETAGPPSPSGIRAQDRAPRHRRAPPARMPVAPAPSADGEPLQEQGGGLFHRTRSVYNGLELNTWMKVERLFVEKFHQSFSLDN. Result: 0 (no interaction).